This data is from Forward reaction prediction with 1.9M reactions from USPTO patents (1976-2016). The task is: Predict the product of the given reaction. (1) Given the reactants [Si:1]([O:8][C@H:9]([C@H:17]([O:20][Si:21]([C:24]([CH3:27])([CH3:26])[CH3:25])([CH3:23])[CH3:22])[CH:18]=O)[CH2:10][CH2:11][CH2:12][C:13]([O:15][CH3:16])=[O:14])([C:4]([CH3:7])([CH3:6])[CH3:5])([CH3:3])[CH3:2].[CH:28]([I:31])(I)I, predict the reaction product. The product is: [Si:1]([O:8][C@H:9]([C@H:17]([O:20][Si:21]([C:24]([CH3:25])([CH3:27])[CH3:26])([CH3:22])[CH3:23])/[CH:18]=[CH:28]/[I:31])[CH2:10][CH2:11][CH2:12][C:13]([O:15][CH3:16])=[O:14])([C:4]([CH3:5])([CH3:7])[CH3:6])([CH3:3])[CH3:2]. (2) Given the reactants N#N.[C:3]1(C)[CH:8]=CC=C[CH:4]=1.[C:10]([O:14][CH2:15][CH3:16])(=[O:13])[CH:11]=[O:12].C(Br)C#C, predict the reaction product. The product is: [CH2:15]([O:14][C:10](=[O:13])[CH:11]([OH:12])[CH2:8][C:3]#[CH:4])[CH3:16]. (3) Given the reactants [C:1]([O:5][C:6](=[O:21])[NH:7][C@@H:8]1[C:14](=[O:15])[NH:13][C:12]2[CH:16]=[C:17]([F:20])[CH:18]=[CH:19][C:11]=2[O:10][CH2:9]1)([CH3:4])([CH3:3])[CH3:2].[CH3:22][Si]([N-][Si](C)(C)C)(C)C.[Li+].CI, predict the reaction product. The product is: [C:1]([O:5][C:6](=[O:21])[NH:7][C@@H:8]1[C:14](=[O:15])[N:13]([CH3:22])[C:12]2[CH:16]=[C:17]([F:20])[CH:18]=[CH:19][C:11]=2[O:10][CH2:9]1)([CH3:4])([CH3:2])[CH3:3]. (4) The product is: [O:10]([C:11]1[CH:12]=[C:13]2[C:18](=[CH:19][CH:20]=1)[CH:17]=[C:16]([C:21]([NH:23][C@H:24]([C:32]([O:34][CH3:35])=[O:33])[CH2:25][C:26]1[CH:27]=[CH:28][CH:29]=[CH:30][CH:31]=1)=[O:22])[CH:15]=[CH:14]2)[C:1]1[CH:6]=[CH:5][CH:4]=[CH:3][CH:2]=1. Given the reactants [C:1]1(B(O)O)[CH:6]=[CH:5][CH:4]=[CH:3][CH:2]=1.[OH:10][C:11]1[CH:12]=[C:13]2[C:18](=[CH:19][CH:20]=1)[CH:17]=[C:16]([C:21]([NH:23][C@H:24]([C:32]([O:34][CH3:35])=[O:33])[CH2:25][C:26]1[CH:31]=[CH:30][CH:29]=[CH:28][CH:27]=1)=[O:22])[CH:15]=[CH:14]2.C(N(CC)CC)C, predict the reaction product. (5) Given the reactants [CH3:1][O:2][C:3]([C@H:5]1[N:9]2[C:10](=[O:29])[CH:11]=[C:12]([CH2:22][CH2:23][CH2:24][CH2:25][CH2:26][CH2:27][CH3:28])[C:13]([C:14]3[CH:19]=[CH:18][C:17]([F:20])=[C:16]([F:21])[CH:15]=3)=[C:8]2[S:7][CH2:6]1)=[O:4].[N:30]([O-:32])=[O:31].[Na+].O=O.C(O)(C(F)(F)F)=O.C([O-])(O)=O.[Na+], predict the reaction product. The product is: [CH3:1][O:2][C:3]([C@H:5]1[N:9]2[C:10](=[O:29])[C:11]([N+:30]([O-:32])=[O:31])=[C:12]([CH2:22][CH2:23][CH2:24][CH2:25][CH2:26][CH2:27][CH3:28])[C:13]([C:14]3[CH:19]=[CH:18][C:17]([F:20])=[C:16]([F:21])[CH:15]=3)=[C:8]2[S:7][CH2:6]1)=[O:4]. (6) Given the reactants S(Cl)(Cl)=O.CN(C)C=O.[CH2:10]([O:17][C:18]1[CH:27]=[C:26]2[C:21]([C:22](=O)[CH:23]=[CH:24][NH:25]2)=[CH:20][C:19]=1[C:29]([O:31]C1C=CC=CC=1)=O)[C:11]1[CH:16]=[CH:15][CH:14]=[CH:13][CH:12]=1.[ClH:38].[O:39]([NH2:41])[CH3:40], predict the reaction product. The product is: [CH3:40][O:39][NH:41][C:29]([C:19]1[CH:20]=[C:21]2[C:26](=[CH:27][C:18]=1[O:17][CH2:10][C:11]1[CH:12]=[CH:13][CH:14]=[CH:15][CH:16]=1)[N:25]=[CH:24][CH:23]=[C:22]2[Cl:38])=[O:31].